This data is from NCI-60 drug combinations with 297,098 pairs across 59 cell lines. The task is: Regression. Given two drug SMILES strings and cell line genomic features, predict the synergy score measuring deviation from expected non-interaction effect. (1) Drug 1: CC1CCC2CC(C(=CC=CC=CC(CC(C(=O)C(C(C(=CC(C(=O)CC(OC(=O)C3CCCCN3C(=O)C(=O)C1(O2)O)C(C)CC4CCC(C(C4)OC)OCCO)C)C)O)OC)C)C)C)OC. Drug 2: C(CCl)NC(=O)N(CCCl)N=O. Cell line: OVCAR3. Synergy scores: CSS=2.86, Synergy_ZIP=0.874, Synergy_Bliss=6.92, Synergy_Loewe=3.42, Synergy_HSA=3.86. (2) Drug 1: CC1C(C(CC(O1)OC2CC(CC3=C2C(=C4C(=C3O)C(=O)C5=C(C4=O)C(=CC=C5)OC)O)(C(=O)CO)O)N)O.Cl. Drug 2: B(C(CC(C)C)NC(=O)C(CC1=CC=CC=C1)NC(=O)C2=NC=CN=C2)(O)O. Cell line: HOP-62. Synergy scores: CSS=36.3, Synergy_ZIP=5.13, Synergy_Bliss=5.72, Synergy_Loewe=-22.3, Synergy_HSA=-2.53. (3) Drug 1: C1CCN(CC1)CCOC2=CC=C(C=C2)C(=O)C3=C(SC4=C3C=CC(=C4)O)C5=CC=C(C=C5)O. Drug 2: C1=CC(=CC=C1CCC2=CNC3=C2C(=O)NC(=N3)N)C(=O)NC(CCC(=O)O)C(=O)O. Cell line: NCI/ADR-RES. Synergy scores: CSS=25.7, Synergy_ZIP=0.391, Synergy_Bliss=-1.10, Synergy_Loewe=-7.30, Synergy_HSA=-0.132. (4) Drug 1: C1CC(=O)NC(=O)C1N2C(=O)C3=CC=CC=C3C2=O. Drug 2: C1CNP(=O)(OC1)N(CCCl)CCCl. Cell line: SK-OV-3. Synergy scores: CSS=-0.0700, Synergy_ZIP=-0.822, Synergy_Bliss=-2.87, Synergy_Loewe=-1.17, Synergy_HSA=-2.32. (5) Drug 1: C1C(C(OC1N2C=NC3=C(N=C(N=C32)Cl)N)CO)O. Drug 2: C1=CN(C=N1)CC(O)(P(=O)(O)O)P(=O)(O)O. Cell line: HOP-62. Synergy scores: CSS=41.8, Synergy_ZIP=0.530, Synergy_Bliss=0.965, Synergy_Loewe=-14.4, Synergy_HSA=-0.451.